This data is from Full USPTO retrosynthesis dataset with 1.9M reactions from patents (1976-2016). The task is: Predict the reactants needed to synthesize the given product. (1) Given the product [F:1][C:2]1[CH:3]=[C:4]([C:9]2[S:10][C:11]3[CH2:12][C:13]4[C:19]([C:20]5[CH:25]=[CH:24][C:23]([O:26][CH3:27])=[CH:22][CH:21]=5)=[N:18][NH:17][C:14]=4[C:15]=3[CH:16]=2)[CH:5]=[CH:6][C:7]=1[F:8], predict the reactants needed to synthesize it. The reactants are: [F:1][C:2]1[CH:3]=[C:4]([C:9]2[S:10][C:11]3[CH2:12][C:13]4[C:19]([C:20]5[CH:25]=[CH:24][C:23]([O:26][CH3:27])=[CH:22][CH:21]=5)=[N:18][N:17](COCC[Si](C)(C)C)[C:14]=4[C:15]=3[CH:16]=2)[CH:5]=[CH:6][C:7]=1[F:8].Cl. (2) Given the product [N:49]1([C:44]2[CH:45]=[CH:46][CH:47]=[CH:48][N:43]=2)[CH2:50][CH2:51][CH:52]([NH:55][C:56]([N:58]2[CH2:64][CH2:63][C@@H:61]([NH:60][C:59]3[N:15]=[C:14]4[C:10]([N:11]=[CH:12][N:13]4[C@@H:16]4[CH2:20][C@H:19]([NH:21][C:22](=[O:25])[CH2:23][CH3:24])[C@@H:18]([OH:26])[C@H:17]4[OH:27])=[C:9]([NH:28][CH2:29][CH:30]([C:37]4[CH:42]=[CH:41][CH:40]=[CH:39][CH:38]=4)[C:31]4[CH:32]=[CH:33][CH:34]=[CH:35][CH:36]=4)[N:8]=3)[CH2:62]2)=[O:57])[CH2:53][CH2:54]1, predict the reactants needed to synthesize it. The reactants are: N[C@@H]1CCN(C2[N:15]=[C:14]3[C:10]([N:11]=[CH:12][N:13]3[C@@H:16]3[CH2:20][C@H:19]([NH:21][C:22](=[O:25])[CH2:23][CH3:24])[C@@H:18]([OH:26])[C@H:17]3[OH:27])=[C:9]([NH:28][CH2:29][CH:30]([C:37]3[CH:42]=[CH:41][CH:40]=[CH:39][CH:38]=3)[C:31]3[CH:36]=[CH:35][CH:34]=[CH:33][CH:32]=3)[N:8]=2)C1.[N:43]1[CH:48]=[CH:47][CH:46]=[CH:45][C:44]=1[N:49]1[CH2:54][CH2:53][CH:52]([NH:55][C:56]([N:58]2[CH:62]=[CH:61][N:60]=[CH:59]2)=[O:57])[CH2:51][CH2:50]1.[C:63]1(C)C=CC=C[CH:64]=1.